From a dataset of Forward reaction prediction with 1.9M reactions from USPTO patents (1976-2016). Predict the product of the given reaction. Given the reactants [Cl:1][C:2]1[CH:3]=[N:4][CH:5]=[C:6]([Cl:9])[C:7]=1[CH3:8].C[O:11][C:12]([C:14]1[C:28]2[O:27][CH2:26][C:21]3([O:25][CH2:24][CH2:23][O:22]3)[CH2:20][O:19][C:18]=2[C:17]([O:29][CH3:30])=[CH:16][CH:15]=1)=O.[Li+].C[Si]([N-][Si](C)(C)C)(C)C, predict the reaction product. The product is: [Cl:1][C:2]1[CH:3]=[N:4][CH:5]=[C:6]([Cl:9])[C:7]=1[CH2:8][C:12]([C:14]1[C:28]2[O:27][CH2:26][C:21]3([O:25][CH2:24][CH2:23][O:22]3)[CH2:20][O:19][C:18]=2[C:17]([O:29][CH3:30])=[CH:16][CH:15]=1)=[O:11].